This data is from Reaction yield outcomes from USPTO patents with 853,638 reactions. The task is: Predict the reaction yield, written as a fraction of the theoretical maximum amount of product (1.0 means a 100% yield; for example, 0.34 means a 34% yield). (1) The reactants are [Si:1]([O:8][C@@H:9]([C:25]1[CH:30]=[CH:29][CH:28]=[CH:27][C:26]=1[C:31]1[CH:36]=[CH:35][C:34]([Cl:37])=[CH:33][CH:32]=1)[CH:10]1[CH2:15][CH2:14][N:13]([C:16]2[CH:24]=[CH:23][C:19]([C:20]([OH:22])=O)=[CH:18][CH:17]=2)[CH2:12][CH2:11]1)([C:4]([CH3:7])([CH3:6])[CH3:5])([CH3:3])[CH3:2].[CH3:38][N:39]([CH3:65])[CH2:40][CH2:41][C@@H:42]([NH:51][C:52]1[CH:57]=[CH:56][C:55]([S:58]([NH2:61])(=[O:60])=[O:59])=[CH:54][C:53]=1[N+:62]([O-:64])=[O:63])[CH2:43][S:44][C:45]1[CH:50]=[CH:49][CH:48]=[CH:47][CH:46]=1. No catalyst specified. The product is [Si:1]([O:8][C@@H:9]([C:25]1[CH:30]=[CH:29][CH:28]=[CH:27][C:26]=1[C:31]1[CH:36]=[CH:35][C:34]([Cl:37])=[CH:33][CH:32]=1)[CH:10]1[CH2:15][CH2:14][N:13]([C:16]2[CH:24]=[CH:23][C:19]([C:20]([NH:61][S:58]([C:55]3[CH:56]=[CH:57][C:52]([NH:51][C@H:42]([CH2:41][CH2:40][N:39]([CH3:38])[CH3:65])[CH2:43][S:44][C:45]4[CH:50]=[CH:49][CH:48]=[CH:47][CH:46]=4)=[C:53]([N+:62]([O-:64])=[O:63])[CH:54]=3)(=[O:59])=[O:60])=[O:22])=[CH:18][CH:17]=2)[CH2:12][CH2:11]1)([C:4]([CH3:7])([CH3:5])[CH3:6])([CH3:2])[CH3:3]. The yield is 0.320. (2) The reactants are [CH:1]([N:4]1[CH2:9][CH2:8][CH:7]([O:10][C:11]2[CH:23]=[C:22]3[C:14]([N:15]4[C:20](=[CH:21]3)[C:19](=[O:24])[NH:18][CH2:17][CH2:16]4)=[N:13][CH:12]=2)[CH2:6][CH2:5]1)([CH3:3])[CH3:2].FC(F)(F)S(O[CH2:31][C:32]([F:35])([F:34])[F:33])(=O)=O.[H-].[Na+]. No catalyst specified. The product is [CH:1]([N:4]1[CH2:5][CH2:6][CH:7]([O:10][C:11]2[CH:23]=[C:22]3[C:14]([N:15]4[C:20](=[CH:21]3)[C:19](=[O:24])[N:18]([CH2:31][C:32]([F:35])([F:34])[F:33])[CH2:17][CH2:16]4)=[N:13][CH:12]=2)[CH2:8][CH2:9]1)([CH3:3])[CH3:2]. The yield is 0.420. (3) The catalyst is CS(C)=O. The product is [C:1]([O:5][C:6](=[O:14])[N:7]([CH2:17][CH3:18])[CH:8]1[CH2:13][CH2:12][CH:11]=[CH:10][CH2:9]1)([CH3:4])([CH3:2])[CH3:3]. The reactants are [C:1]([O:5][C:6](=[O:14])[NH:7][CH:8]1[CH2:13][CH2:12][CH:11]=[CH:10][CH2:9]1)([CH3:4])([CH3:3])[CH3:2].[H-].[Na+].[CH2:17](I)[CH3:18].C1CCCCC1.C(OCC)(=O)C. The yield is 0.580. (4) The reactants are [C:1]1([C:7]2[NH:8][CH:9]=[C:10]([CH:12]=[O:13])[N:11]=2)[CH:6]=[CH:5][CH:4]=[CH:3][CH:2]=1.[H-].[Na+].[C:16]1([CH3:28])[CH:21]=[C:20]([CH3:22])[CH:19]=[C:18]([CH3:23])[C:17]=1[S:24](Cl)(=[O:26])=[O:25].O. The catalyst is CN(C)C=O. The product is [C:16]1([CH3:28])[CH:21]=[C:20]([CH3:22])[CH:19]=[C:18]([CH3:23])[C:17]=1[S:24]([N:8]1[CH:9]=[C:10]([CH:12]=[O:13])[N:11]=[C:7]1[C:1]1[CH:2]=[CH:3][CH:4]=[CH:5][CH:6]=1)(=[O:25])=[O:26]. The yield is 0.490. (5) The reactants are [C:1]([O:5][C:6]([N:8]1[CH2:13][CH2:12][N:11]([C:14]([O:16][C:17]([CH3:20])([CH3:19])[CH3:18])=[O:15])[CH2:10][CH:9]1[C:21]1[CH:26]=[CH:25][C:24]([N+:27]([O-])=O)=[CH:23][CH:22]=1)=[O:7])([CH3:4])([CH3:3])[CH3:2]. The catalyst is CO.[Pt]. The product is [C:1]([O:5][C:6]([N:8]1[CH2:13][CH2:12][N:11]([C:14]([O:16][C:17]([CH3:20])([CH3:19])[CH3:18])=[O:15])[CH2:10][CH:9]1[C:21]1[CH:26]=[CH:25][C:24]([NH2:27])=[CH:23][CH:22]=1)=[O:7])([CH3:2])([CH3:3])[CH3:4]. The yield is 0.910.